This data is from Full USPTO retrosynthesis dataset with 1.9M reactions from patents (1976-2016). The task is: Predict the reactants needed to synthesize the given product. (1) Given the product [CH2:1]([C@@H:8]1[CH2:12][O:11][C:10](=[O:13])[N:9]1[C:21](=[O:22])[CH2:20][CH2:19][CH2:23][CH:15]([CH3:16])[CH3:14])[C:2]1[CH:3]=[CH:4][CH:5]=[CH:6][CH:7]=1, predict the reactants needed to synthesize it. The reactants are: [CH2:1]([C@@H:8]1[CH2:12][O:11][C:10](=[O:13])[NH:9]1)[C:2]1[CH:7]=[CH:6][CH:5]=[CH:4][CH:3]=1.[CH2:14]([Li])[CH2:15][CH2:16]C.[CH2:19]1[CH2:23][O:22][CH2:21][CH2:20]1. (2) Given the product [CH3:9][O:8][C:6]1[CH:5]=[CH:4][C:3]([C:10](=[O:11])[C:12]2[CH:13]=[CH:14][C:15]([O:18][CH2:19][C:20]3[N:21]=[C:22]([C:26]4[CH:27]=[CH:28][CH:29]=[CH:30][CH:31]=4)[O:23][C:24]=3[CH3:25])=[CH:16][CH:17]=2)=[C:2]([CH:7]=1)[O:1][C:33]([CH3:42])([CH3:41])[C:34]([OH:36])=[O:35], predict the reactants needed to synthesize it. The reactants are: [OH:1][C:2]1[CH:7]=[C:6]([O:8][CH3:9])[CH:5]=[CH:4][C:3]=1[C:10]([C:12]1[CH:17]=[CH:16][C:15]([O:18][CH2:19][C:20]2[N:21]=[C:22]([C:26]3[CH:31]=[CH:30][CH:29]=[CH:28][CH:27]=3)[O:23][C:24]=2[CH3:25])=[CH:14][CH:13]=1)=[O:11].Br[C:33]([CH3:42])([CH3:41])[C:34]([O:36]C(C)(C)C)=[O:35].C(=O)([O-])[O-].[K+].[K+].S([O-])([O-])(=O)=O.[Mg+2]. (3) Given the product [F:25][C:26]1[CH:33]=[CH:32][C:29]([CH2:30][NH:31][C:19]([C:7]2[N:8]=[C:9]([C:14]([O:16][CH2:17][CH3:18])=[O:15])[N:10]([CH3:13])[C:11](=[O:12])[C:6]=2[OH:5])=[O:21])=[CH:28][CH:27]=1, predict the reactants needed to synthesize it. The reactants are: CC(C)(C)C([O:5][C:6]1[C:11](=[O:12])[N:10]([CH3:13])[C:9]([C:14]([O:16][CH2:17][CH3:18])=[O:15])=[N:8][C:7]=1[C:19]([O:21]C)=O)=O.[F:25][C:26]1[CH:33]=[CH:32][C:29]([CH2:30][NH2:31])=[CH:28][CH:27]=1.CCOC(C)=O. (4) Given the product [C:29]([O:33][C:34]([N:36]1[CH2:41][CH2:40][CH:39]([C:42]([N:11]2[CH2:10][CH:9]([N:13]([C:14](=[O:27])[C:15]3[CH:20]=[CH:19][C:18]([O:21][CH3:22])=[C:17]([C:23]([F:24])([F:25])[F:26])[CH:16]=3)[CH3:28])[CH:8]([C:5]3[CH:4]=[CH:3][C:2]([Cl:1])=[CH:7][CH:6]=3)[CH2:12]2)=[O:43])[CH2:38][CH2:37]1)=[O:35])([CH3:32])([CH3:31])[CH3:30], predict the reactants needed to synthesize it. The reactants are: [Cl:1][C:2]1[CH:7]=[CH:6][C:5]([CH:8]2[CH2:12][NH:11][CH2:10][CH:9]2[N:13]([CH3:28])[C:14](=[O:27])[C:15]2[CH:20]=[CH:19][C:18]([O:21][CH3:22])=[C:17]([C:23]([F:26])([F:25])[F:24])[CH:16]=2)=[CH:4][CH:3]=1.[C:29]([O:33][C:34]([N:36]1[CH2:41][CH2:40][CH:39]([C:42](O)=[O:43])[CH2:38][CH2:37]1)=[O:35])([CH3:32])([CH3:31])[CH3:30]. (5) Given the product [CH:11]1([C:21]2[NH:25][CH:24]=[CH:23][N:22]=2)[C:20]2[C:15](=[CH:16][CH:17]=[CH:18][CH:19]=2)[CH2:14][CH2:13][CH2:12]1, predict the reactants needed to synthesize it. The reactants are: CS(C)=O.C(Cl)(=O)C(Cl)=O.[CH:11]1([C:21]2[NH:22][CH2:23][CH2:24][N:25]=2)[C:20]2[C:15](=[CH:16][CH:17]=[CH:18][CH:19]=2)[CH2:14][CH2:13][CH2:12]1.N. (6) Given the product [F:43][C:44]1[CH:49]=[C:48]([N:16]2[C:17]3[C:22](=[CH:21][CH:20]=[CH:19][CH:18]=3)[C:14]([C:10]3[CH:9]=[C:8]([CH3:40])[C:7]([OH:6])=[C:12]([CH3:13])[CH:11]=3)([C:24]3[CH:29]=[C:28]([CH3:30])[C:27]([OH:31])=[C:26]([CH3:39])[CH:25]=3)[C:15]2=[O:23])[CH:47]=[CH:46][CH:45]=1, predict the reactants needed to synthesize it. The reactants are: C([Si](C)(C)[O:6][C:7]1[C:12]([CH3:13])=[CH:11][C:10]([C:14]2([C:24]3[CH:29]=[C:28]([CH3:30])[C:27]([O:31][Si](C(C)(C)C)(C)C)=[C:26]([CH3:39])[CH:25]=3)[C:22]3[C:17](=[CH:18][CH:19]=[CH:20][CH:21]=3)[NH:16][C:15]2=[O:23])=[CH:9][C:8]=1[CH3:40])(C)(C)C.[F:43][C:44]1[CH:45]=[C:46](B(O)O)[CH:47]=[CH:48][CH:49]=1.C(N(CC)CC)C.[F-].C([N+](CCCC)(CCCC)CCCC)CCC.Cl. (7) Given the product [OH:48][CH2:47][CH:46]([NH:45][C:9]([C:11]1[N:12]([CH3:33])[C:13]2[C:21]([C:22]=1[Cl:23])=[C:20]1[C:16]([C:17](=[O:25])[NH:18][C:19]1=[O:24])=[C:15]([C:26]1[CH:31]=[CH:30][CH:29]=[CH:28][C:27]=1[Cl:32])[CH:14]=2)=[O:10])[CH2:49][OH:50], predict the reactants needed to synthesize it. The reactants are: FC1C(O[C:9]([C:11]2[N:12]([CH3:33])[C:13]3[C:21]([C:22]=2[Cl:23])=[C:20]2[C:16]([C:17](=[O:25])[NH:18][C:19]2=[O:24])=[C:15]([C:26]2[CH:31]=[CH:30][CH:29]=[CH:28][C:27]=2[Cl:32])[CH:14]=3)=[O:10])=C(F)C(F)=C(F)C=1F.C(N(CC)CC)C.[NH2:45][CH:46]([CH2:49][OH:50])[CH2:47][OH:48].O. (8) Given the product [Cl:22][C:19]1[CH:18]=[CH:17][C:16]([CH2:15][N:10]2[C:11]3[C:7](=[C:6]([CH2:5][OH:4])[CH:14]=[CH:13][CH:12]=3)[C:8]([C:23](=[O:33])[C:24]([NH:26][C:27]3[CH2:28][O:29][C:30](=[O:32])[CH:31]=3)=[O:25])=[CH:9]2)=[CH:21][CH:20]=1, predict the reactants needed to synthesize it. The reactants are: C([O:4][CH2:5][C:6]1[CH:14]=[CH:13][CH:12]=[C:11]2[C:7]=1[C:8]([C:23](=[O:33])[C:24]([NH:26][C:27]1[CH2:28][O:29][C:30](=[O:32])[CH:31]=1)=[O:25])=[CH:9][N:10]2[CH2:15][C:16]1[CH:21]=[CH:20][C:19]([Cl:22])=[CH:18][CH:17]=1)C=C.C1(C)C=CC(S(O)(=O)=O)=CC=1. (9) Given the product [C:1]([O:5][C:6](=[O:21])[N:7]([CH3:8])[C@@H:9]1[CH2:13][CH2:12][NH:11][CH2:10]1)([CH3:4])([CH3:3])[CH3:2], predict the reactants needed to synthesize it. The reactants are: [C:1]([O:5][C:6](=[O:21])[N:7]([C@@H:9]1[CH2:13][CH2:12][N:11](CC2C=CC=CC=2)[CH2:10]1)[CH3:8])([CH3:4])([CH3:3])[CH3:2]. (10) Given the product [C:26]([C:10]1[C:11]2[C:16](=[CH:15][CH:14]=[C:13]([S:19][C:20]3[CH:21]=[CH:22][CH:23]=[CH:24][CH:25]=3)[CH:12]=2)[C:17]([OH:18])=[C:8]([C:6]([NH:28][CH2:29][C:30]([OH:32])=[O:31])=[O:7])[N:9]=1)#[N:27], predict the reactants needed to synthesize it. The reactants are: C(O[C:6]([C:8]1[N:9]=[C:10]([C:26]#[N:27])[C:11]2[C:16]([C:17]=1[OH:18])=[CH:15][CH:14]=[C:13]([S:19][C:20]1[CH:25]=[CH:24][CH:23]=[CH:22][CH:21]=1)[CH:12]=2)=[O:7])CCC.[NH2:28][CH2:29][C:30]([OH:32])=[O:31].